Dataset: Catalyst prediction with 721,799 reactions and 888 catalyst types from USPTO. Task: Predict which catalyst facilitates the given reaction. (1) The catalyst class is: 16. Reactant: [CH2:1]([O:3][C:4](=[O:20])[CH:5]([C:11]1[CH:16]=[CH:15][N:14]=[C:13]2[CH:17]=[CH:18][S:19][C:12]=12)C(OCC)=O)[CH3:2].O.[Cl-].[Li+]. Product: [CH2:1]([O:3][C:4](=[O:20])[CH2:5][C:11]1[CH:16]=[CH:15][N:14]=[C:13]2[CH:17]=[CH:18][S:19][C:12]=12)[CH3:2]. (2) Reactant: FC(F)(F)C(O)=O.[CH2:8]([O:10][C:11](=[O:16])[CH:12]([CH3:15])[CH2:13][NH2:14])[CH3:9].I[C:18]1[CH:23]=[CH:22][CH:21]=[CH:20][CH:19]=1.N1CCC[C@H]1C(O)=O.C(=O)([O-])[O-].[Cs+].[Cs+]. Product: [CH2:8]([O:10][C:11](=[O:16])[CH:12]([CH3:15])[CH2:13][NH:14][C:18]1[CH:23]=[CH:22][CH:21]=[CH:20][CH:19]=1)[CH3:9]. The catalyst class is: 156. (3) Reactant: C([O:8][C:9]1[CH:18]=[C:17]2[C:12]([C:13]([C:19](=[O:21])[CH3:20])=[CH:14][CH:15]=[N:16]2)=[CH:11][C:10]=1[O:22][CH3:23])C1C=CC=CC=1.CS(O)(=O)=O. Product: [OH:8][C:9]1[CH:18]=[C:17]2[C:12]([C:13]([C:19](=[O:21])[CH3:20])=[CH:14][CH:15]=[N:16]2)=[CH:11][C:10]=1[O:22][CH3:23]. The catalyst class is: 55. (4) Reactant: [Cl:1][C:2]1[CH:3]=[C:4](/[N:9]=[C:10]2\SC[N:13]\2[C:14](=O)[CH:15]([CH3:17])[CH3:16])[CH:5]=[C:6]([Cl:8])[CH:7]=1.[NH2:19][NH2:20]. Product: [Cl:8][C:6]1[CH:5]=[C:4]([NH:9][C:10]2[N:13]=[C:14]([CH:15]([CH3:16])[CH3:17])[NH:20][N:19]=2)[CH:3]=[C:2]([Cl:1])[CH:7]=1. The catalyst class is: 10. (5) Reactant: [O:1]1[CH2:5][CH2:4][CH:3]([CH2:6][CH2:7][OH:8])[CH2:2]1.C(N(CC)CC)C.[CH3:16][S:17](Cl)(=[O:19])=[O:18].C(=O)(O)[O-].[Na+]. Product: [CH3:16][S:17]([O:8][CH2:7][CH2:6][CH:3]1[CH2:4][CH2:5][O:1][CH2:2]1)(=[O:19])=[O:18]. The catalyst class is: 2. (6) Reactant: CC[CH2:3][CH2:4][O-:5].CC[CH2:8][CH2:9][O-:10].CC[CH2:13][CH2:14][O-:15].CC[CH2:18][CH2:19][O-:20].[Ti+4:21].C(O)CCC. The catalyst class is: 8. Product: [CH2:4]([O-:5])[CH3:3].[CH2:9]([O-:10])[CH3:8].[CH2:14]([O-:15])[CH3:13].[CH2:19]([O-:20])[CH3:18].[Ti+4:21]. (7) Reactant: [F:1][C:2]1[CH:3]=[C:4]([OH:8])[CH:5]=[N:6][CH:7]=1.C([O-])([O-])=O.[K+].[K+].Br[CH2:16][C:17]#[N:18]. Product: [F:1][C:2]1[CH:3]=[C:4]([O:8][CH2:16][C:17]#[N:18])[CH:5]=[N:6][CH:7]=1. The catalyst class is: 23.